From a dataset of Forward reaction prediction with 1.9M reactions from USPTO patents (1976-2016). Predict the product of the given reaction. (1) Given the reactants I(Cl)(=O)=O.[I:5](Cl)(=O)=O.C([N+](C)(C)C)C1C=CC=CC=1.[CH2:20]1[CH2:24][N:23](C(OC(C)(C)C)=O)[CH:22]2[CH2:32][O:33][C:34]3[CH:35]=[CH:36][CH:37]=[CH:38][C:39]=3[CH:21]12.C(Cl)Cl.O, predict the reaction product. The product is: [I:5][C:37]1[CH:36]=[CH:35][C:34]2[O:33][CH2:32][CH:22]3[CH:21]([C:39]=2[CH:38]=1)[CH2:20][CH:24]=[N:23]3. (2) Given the reactants [OH:1][C:2]1[CH:9]=[CH:8][C:5]([CH:6]=[O:7])=[CH:4][C:3]=1[CH3:10].C(=O)([O-])[O-].[Cs+].[Cs+].Br[CH2:18][C:19]([O:21][CH3:22])=[O:20].Cl, predict the reaction product. The product is: [CH3:22][O:21][C:19](=[O:20])[CH2:18][O:1][C:2]1[CH:9]=[CH:8][C:5]([CH:6]=[O:7])=[CH:4][C:3]=1[CH3:10]. (3) Given the reactants Br[CH:2]([CH2:6][CH2:7][CH2:8][CH3:9])[C:3]([OH:5])=[O:4].[CH3:10][O:11][C:12]1[C:17]([O:18][CH3:19])=[CH:16][CH:15]=[CH:14][C:13]=1[OH:20].[NH2:21][C:22]1[S:23][CH:24]=[CH:25][N:26]=1, predict the reaction product. The product is: [CH3:10][O:11][C:12]1[C:17]([O:18][CH3:19])=[CH:16][CH:15]=[CH:14][C:13]=1[O:20][CH:2]([CH2:6][CH2:7][CH2:8][CH3:9])[C:3]([OH:5])=[O:4].[CH3:10][O:11][C:12]1[C:17]([O:18][CH3:19])=[CH:16][CH:15]=[CH:14][C:13]=1[O:20][CH:2]([CH2:6][CH2:7][CH2:8][CH3:9])[C:3]([NH:21][C:22]1[S:23][CH:24]=[CH:25][N:26]=1)=[O:4]. (4) Given the reactants [NH:1]([C:3]([C:5]1[CH:6]=[C:7]([CH:11]=[CH:12][CH:13]=1)[C:8]([OH:10])=[O:9])=[O:4])[NH2:2].[CH:14](OCC)(OCC)OCC.CC1C=CC(S(O)(=O)=O)=CC=1.O, predict the reaction product. The product is: [O:4]1[CH:14]=[N:2][N:1]=[C:3]1[C:5]1[CH:6]=[C:7]([CH:11]=[CH:12][CH:13]=1)[C:8]([OH:10])=[O:9]. (5) Given the reactants [CH3:1][O:2][CH2:3][C:4]1[CH:8]=[CH:7][N:6]([C:9]2[CH:10]=[CH:11][C:12]([N+:16]([O-:18])=[O:17])=[C:13]([NH2:15])[CH:14]=2)[CH:5]=1.CC1(C)[O:25][C:24]([C:26]2[CH:27]=[C:28]([CH:31]=[CH:32][CH:33]=2)[C:29]#[N:30])=[CH:23][C:22](=O)[O:21]1, predict the reaction product. The product is: [C:29]([C:28]1[CH:27]=[C:26]([C:24](=[O:25])[CH2:23][C:22]([NH:15][C:13]2[CH:14]=[C:9]([N:6]3[CH:7]=[CH:8][C:4]([CH2:3][O:2][CH3:1])=[CH:5]3)[CH:10]=[CH:11][C:12]=2[N+:16]([O-:18])=[O:17])=[O:21])[CH:33]=[CH:32][CH:31]=1)#[N:30]. (6) Given the reactants [NH2:1][C:2]1[CH:7]=[C:6]([Cl:8])[CH:5]=[CH:4][C:3]=1[SH:9].[CH:10](=O)[C:11]1[CH:21]=[C:18]([O:19][CH3:20])[C:16]([OH:17])=[C:13]([O:14][CH3:15])[CH:12]=1, predict the reaction product. The product is: [Cl:8][C:6]1[CH:5]=[CH:4][C:3]2[S:9][C:10]([C:11]3[CH:21]=[C:18]([O:19][CH3:20])[C:16]([OH:17])=[C:13]([O:14][CH3:15])[CH:12]=3)=[N:1][C:2]=2[CH:7]=1. (7) Given the reactants [Br:1]N1C(=O)NC(=O)N(Br)C1=O.[CH:12]1([C:15]2[CH:24]=[CH:23][C:18]([C:19]([O:21][CH3:22])=[O:20])=[C:17]([O:25][CH:26]([CH3:28])[CH3:27])[CH:16]=2)[CH2:14][CH2:13]1.S([O-])([O-])(=O)=S.[Na+].[Na+].C(OCC)(=O)C, predict the reaction product. The product is: [Br:1][C:24]1[C:15]([CH:12]2[CH2:14][CH2:13]2)=[CH:16][C:17]([O:25][CH:26]([CH3:28])[CH3:27])=[C:18]([CH:23]=1)[C:19]([O:21][CH3:22])=[O:20]. (8) Given the reactants [Cl:1][C:2]1[CH:7]=[CH:6][N:5]=[C:4]2[CH:8]=[C:9]([C:11]([N:13]([CH2:15][CH2:16][OH:17])[CH3:14])=[O:12])[S:10][C:3]=12.[Si:18](Cl)([C:21]([CH3:24])([CH3:23])[CH3:22])([CH3:20])[CH3:19].CCN(CC)CC, predict the reaction product. The product is: [Si:18]([O:17][CH2:16][CH2:15][N:13]([CH3:14])[C:11]([C:9]1[S:10][C:3]2[C:4](=[N:5][CH:6]=[CH:7][C:2]=2[Cl:1])[CH:8]=1)=[O:12])([C:21]([CH3:24])([CH3:23])[CH3:22])([CH3:20])[CH3:19]. (9) Given the reactants C(OC(=O)[NH:10][C@@H:11]([C:13]1[N:17]=[C:16]([CH3:18])[O:15][N:14]=1)[CH3:12])C1C=CC=CC=1.B(Cl)(Cl)Cl, predict the reaction product. The product is: [CH3:18][C:16]1[O:15][N:14]=[C:13]([C@H:11]([NH2:10])[CH3:12])[N:17]=1. (10) The product is: [Br:1][C:2]1[CH:3]=[CH:4][C:5]([NH2:9])=[N:6][C:7]=1[C:11]#[C:10][Si:12]([CH:13]([CH3:15])[CH3:14])([CH:19]([CH3:21])[CH3:20])[CH:16]([CH3:18])[CH3:17]. Given the reactants [Br:1][C:2]1[CH:3]=[CH:4][C:5]([NH2:9])=[N:6][C:7]=1Br.[C:10]([Si:12]([CH:19]([CH3:21])[CH3:20])([CH:16]([CH3:18])[CH3:17])[CH:13]([CH3:15])[CH3:14])#[CH:11].C(N(CC)CC)C.C1COCC1, predict the reaction product.